This data is from Forward reaction prediction with 1.9M reactions from USPTO patents (1976-2016). The task is: Predict the product of the given reaction. (1) Given the reactants [C:1]([O:5][C:6](=[O:13])[NH:7][C@H:8]([CH2:11][OH:12])[CH:9]=[CH2:10])([CH3:4])([CH3:3])[CH3:2].[C@H]1(N[C:21]([C:23]2C3C(=CC=CC=3)C=[CH:25][C:24]=2P(C2C=CC=CC=2)C2C=CC=CC=2)=[O:22])CCCC[C@@H]1N[C:21]([C:23]1C2C(=CC=CC=2)C=[CH:25][C:24]=1P(C1C=CC=CC=1)C1C=CC=CC=1)=[O:22].C(B(CC)CC)C.C1COCC1.C(C1CO1)=C, predict the reaction product. The product is: [C:1]([O:5][C:6](=[O:13])[NH:7][C@H:8]([CH2:11][O:12][CH:23]([CH2:21][OH:22])[CH:24]=[CH2:25])[CH:9]=[CH2:10])([CH3:4])([CH3:2])[CH3:3]. (2) Given the reactants C[O:2][C:3]1[CH:4]=[CH:5][C:6]2[S:10][C:9]([C:11]3[CH:12]=[C:13]([CH:19]=[CH:20][CH:21]=3)[C:14]([O:16][CH2:17][CH3:18])=[O:15])=[CH:8][C:7]=2[CH:22]=1.B(Br)(Br)Br, predict the reaction product. The product is: [OH:2][C:3]1[CH:4]=[CH:5][C:6]2[S:10][C:9]([C:11]3[CH:12]=[C:13]([CH:19]=[CH:20][CH:21]=3)[C:14]([O:16][CH2:17][CH3:18])=[O:15])=[CH:8][C:7]=2[CH:22]=1. (3) Given the reactants [NH2:1][C:2]1[N:7]=[C:6]([S:8][CH3:9])[N:5]=[C:4]([CH:10]([OH:12])[CH3:11])[N:3]=1.[Cl:13][C:14]1[CH:19]=[CH:18][CH:17]=[CH:16][C:15]=1O.C1(P(C2C=CC=CC=2)C2C=CC=CC=2)C=CC=CC=1.N(C(OC(C)C)=O)=NC(OC(C)C)=O, predict the reaction product. The product is: [Cl:13][C:14]1[CH:19]=[CH:18][CH:17]=[CH:16][C:15]=1[O:12][CH:10]([C:4]1[N:5]=[C:6]([S:8][CH3:9])[N:7]=[C:2]([NH2:1])[N:3]=1)[CH3:11]. (4) The product is: [Br:1][C:2]1[CH:9]=[CH:8][C:5]([CH2:6][O:7][C:18]2[CH:23]=[C:22]([CH3:24])[CH:21]=[CH:20][N:19]=2)=[CH:4][CH:3]=1. Given the reactants [Br:1][C:2]1[CH:9]=[CH:8][C:5]([CH2:6][OH:7])=[CH:4][CH:3]=1.CN(C)C=O.[H-].[Na+].F[C:18]1[CH:23]=[C:22]([CH3:24])[CH:21]=[CH:20][N:19]=1, predict the reaction product. (5) The product is: [Si:1]([O:8][C:9]([CH3:19])([CH3:18])[CH2:10][N:11]1[CH:15]=[C:14]([Sn:25]([CH3:27])([CH3:26])[CH3:24])[N:13]=[C:12]1[CH3:17])([C:4]([CH3:7])([CH3:6])[CH3:5])([CH3:3])[CH3:2]. Given the reactants [Si:1]([O:8][C:9]([CH3:19])([CH3:18])[CH2:10][N:11]1[CH:15]=[C:14](I)[N:13]=[C:12]1[CH3:17])([C:4]([CH3:7])([CH3:6])[CH3:5])([CH3:3])[CH3:2].C([Mg]Br)C.[CH3:24][Sn:25](Cl)([CH3:27])[CH3:26], predict the reaction product. (6) Given the reactants CON(C)[C:4](=[O:11])[C:5]([CH3:10])([CH3:9])[CH2:6][CH2:7][CH3:8].[CH2:13]([Mg]Cl)[C:14]1[CH:19]=[CH:18][CH:17]=[CH:16][CH:15]=1, predict the reaction product. The product is: [CH3:9][C:5]([CH3:10])([CH2:6][CH2:7][CH3:8])[C:4](=[O:11])[CH2:13][C:14]1[CH:19]=[CH:18][CH:17]=[CH:16][CH:15]=1. (7) Given the reactants [CH:1]1[CH:2]=[CH:3][N:4]2[CH2:10][C:9]3[CH:11]=[CH:12][CH:13]=[CH:14][C:8]=3[N:7]([C:15]([C:17]3[CH:22]=[CH:21][C:20](B4OC(C)(C)C(C)(C)O4)=[C:19]([CH3:32])[CH:18]=3)=[O:16])[CH2:6][C:5]=12.FC(F)(F)S(O[C:39]1[CH2:44][CH2:43][CH2:42][CH2:41][CH:40]=1)(=O)=O.[C:47](=[O:50])([O-])[O-].[Na+].[Na+].C(O[CH2:57][CH3:58])(=O)C, predict the reaction product. The product is: [C:39]1([C:20]2[CH:21]=[CH:22][C:17]([C:15]([N:7]3[C:8]4[CH:14]=[CH:13][CH:12]=[CH:11][C:9]=4[CH2:10][N:4]4[C:3]([C:47]([N:7]5[CH2:58][CH2:57][N:4]([CH3:3])[CH2:5][CH2:6]5)=[O:50])=[CH:2][CH:1]=[C:5]4[CH2:6]3)=[O:16])=[CH:18][C:19]=2[CH3:32])[CH2:44][CH2:43][CH2:42][CH2:41][CH:40]=1. (8) The product is: [F:20][C:21]1[CH:33]=[CH:32][C:24]([C:25]([NH:27][N:28]([C:17](=[O:19])/[CH:16]=[CH:15]/[C:8]2[C:9]3[C:14](=[CH:13][CH:12]=[CH:11][CH:10]=3)[N:6]([CH2:1][CH2:2][CH:3]([CH3:4])[CH3:5])[CH:7]=2)[CH:29]([CH3:30])[CH3:31])=[O:26])=[CH:23][CH:22]=1. Given the reactants [CH2:1]([N:6]1[C:14]2[C:9](=[CH:10][CH:11]=[CH:12][CH:13]=2)[C:8](/[CH:15]=[CH:16]/[C:17]([OH:19])=O)=[CH:7]1)[CH2:2][CH:3]([CH3:5])[CH3:4].[F:20][C:21]1[CH:33]=[CH:32][C:24]([C:25]([NH:27][NH:28][CH:29]([CH3:31])[CH3:30])=[O:26])=[CH:23][CH:22]=1.CN(C(ON1N=NC2C=CC=NC1=2)=[N+](C)C)C.F[P-](F)(F)(F)(F)F.C(N(CC)C(C)C)(C)C, predict the reaction product.